This data is from Full USPTO retrosynthesis dataset with 1.9M reactions from patents (1976-2016). The task is: Predict the reactants needed to synthesize the given product. (1) Given the product [CH2:24]([N:23]([CH2:22][C:21]([O:20][CH2:18][CH3:19])=[O:31])[C:10](=[O:12])[C@H:9]([NH:8][C:6]([O:5][C:1]([CH3:2])([CH3:3])[CH3:4])=[O:7])[CH2:13][C:14]([O:16][CH3:17])=[O:15])[C:25]1[CH:30]=[CH:29][CH:28]=[CH:27][CH:26]=1, predict the reactants needed to synthesize it. The reactants are: [C:1]([O:5][C:6]([NH:8][C@H:9]([CH2:13][C:14]([O:16][CH3:17])=[O:15])[C:10]([OH:12])=O)=[O:7])([CH3:4])([CH3:3])[CH3:2].[CH2:18]([O:20][C:21](=[O:31])[CH2:22][NH:23][CH2:24][C:25]1[CH:30]=[CH:29][CH:28]=[CH:27][CH:26]=1)[CH3:19].Cl.CN(C)CCCN=C=NCC.N1C=CC=CC=1. (2) Given the product [CH3:23][N:24]([CH:32]1[CH2:33][CH2:34][N:35]([C:20](=[O:21])/[CH:19]=[CH:18]/[C:9]2[CH:10]=[CH:11][C:12]([C:14]([F:15])([F:16])[F:17])=[CH:13][C:8]=2[CH2:7][N:5]2[N:4]=[N:3][C:2]([CH3:1])=[N:6]2)[CH2:36][CH2:37]1)[C:25](=[O:31])[O:26][C:27]([CH3:30])([CH3:28])[CH3:29], predict the reactants needed to synthesize it. The reactants are: [CH3:1][C:2]1[N:3]=[N:4][N:5]([CH2:7][C:8]2[CH:13]=[C:12]([C:14]([F:17])([F:16])[F:15])[CH:11]=[CH:10][C:9]=2/[CH:18]=[CH:19]/[C:20](O)=[O:21])[N:6]=1.[CH3:23][N:24]([CH:32]1[CH2:37][CH2:36][NH:35][CH2:34][CH2:33]1)[C:25](=[O:31])[O:26][C:27]([CH3:30])([CH3:29])[CH3:28].C(N(CC)CC)C.C(P1(=O)OP(CCC)(=O)OP(CCC)(=O)O1)CC. (3) Given the product [F:9][C:3]1[CH:4]=[C:5]([F:8])[CH:6]=[CH:7][C:2]=1[CH:23]=[O:24], predict the reactants needed to synthesize it. The reactants are: Br[C:2]1[CH:7]=[CH:6][C:5]([F:8])=[CH:4][C:3]=1[F:9].[Li]CCCC.[Li]CCCC.CN([CH:23]=[O:24])C.Cl. (4) Given the product [Cl:20][C:17]1[CH:16]=[CH:15][C:14]([C:11]2[CH:12]=[CH:13][C:8]3[N:7]=[C:28]([C:30]4[CH:31]=[C:32]([CH:35]=[CH:36][CH:37]=4)[C:33]#[N:34])[CH2:27][C:26](=[O:38])[NH:21][C:9]=3[CH:10]=2)=[CH:19][CH:18]=1, predict the reactants needed to synthesize it. The reactants are: C(OC(=O)[NH:7][C:8]1[CH:13]=[CH:12][C:11]([C:14]2[CH:19]=[CH:18][C:17]([Cl:20])=[CH:16][CH:15]=2)=[CH:10][C:9]=1[NH2:21])(C)(C)C.CC1(C)O[C:28]([C:30]2[CH:31]=[C:32]([CH:35]=[CH:36][CH:37]=2)[C:33]#[N:34])=[CH:27][C:26](=[O:38])O1.C(O)(C(F)(F)F)=O. (5) Given the product [ClH:8].[N:10]1([S:5]([N:1]=[N+:2]=[N-:3])(=[O:7])=[O:6])[CH:14]=[CH:13][N:12]=[CH:11]1, predict the reactants needed to synthesize it. The reactants are: [N-:1]=[N+:2]=[N-:3].[Na+].[S:5](Cl)([Cl:8])(=[O:7])=[O:6].[NH:10]1[CH:14]=[CH:13][N:12]=[CH:11]1.Cl. (6) Given the product [CH:35]1([CH2:38][CH2:39][NH:40][C:41]([C:43]2[N:44]=[N:45][C:46]([N:9]3[CH2:8][CH2:7][CH:6]([CH2:5][C:4]4[CH:12]=[CH:13][CH:14]=[CH:15][C:3]=4[C:2]([F:1])([F:16])[F:17])[CH2:11][CH2:10]3)=[CH:47][CH:48]=2)=[O:42])[CH2:37][CH2:36]1, predict the reactants needed to synthesize it. The reactants are: [F:1][C:2]([F:17])([F:16])[C:3]1[CH:15]=[CH:14][CH:13]=[CH:12][C:4]=1[CH2:5][CH:6]1[CH2:11][CH2:10][NH:9][CH2:8][CH2:7]1.N1CCC(NC2C=CC=CC=2C(F)(F)F)CC1.[CH:35]1([CH2:38][CH2:39][NH:40][C:41]([C:43]2[N:44]=[N:45][C:46](Cl)=[CH:47][CH:48]=2)=[O:42])[CH2:37][CH2:36]1. (7) Given the product [C:11]([C:9]1[CH:10]=[C:5]2[N:4]=[CH:3][C:2]([C:16]#[C:15][C:17]3[CH:18]=[C:19]([NH2:20])[CH:21]=[CH:22][CH:23]=3)=[CH:7][N:6]2[N:8]=1)([CH3:14])([CH3:13])[CH3:12], predict the reactants needed to synthesize it. The reactants are: Br[C:2]1[CH:3]=[N:4][C:5]2[N:6]([N:8]=[C:9]([C:11]([CH3:14])([CH3:13])[CH3:12])[CH:10]=2)[CH:7]=1.[C:15]([C:17]1[CH:18]=[C:19]([CH:21]=[CH:22][CH:23]=1)[NH2:20])#[CH:16]. (8) The reactants are: [Br:1][C:2]1[C:13]2[C:5](=[CH:6][C:7]([C:16]3[CH:21]=[CH:20][CH:19]=[CH:18][C:17]=3[Cl:22])=[C:8]3[C:12]=2[C:11](=[O:14])[NH:10][C:9]3=[O:15])[N:4]([CH2:23][CH2:24][CH2:25]O)[CH:3]=1.CS(Cl)(=O)=O.[I-].[Na+].[NH:34]1[CH2:38][CH2:37][CH2:36][CH2:35]1.C([O-])(=O)C.[NH4+]. Given the product [Br:1][C:2]1[C:13]2[C:5](=[CH:6][C:7]([C:16]3[CH:21]=[CH:20][CH:19]=[CH:18][C:17]=3[Cl:22])=[C:8]3[C:12]=2[C:11](=[O:14])[NH:10][C:9]3=[O:15])[N:4]([CH2:23][CH2:24][CH2:25][N:34]2[CH2:38][CH2:37][CH2:36][CH2:35]2)[CH:3]=1, predict the reactants needed to synthesize it. (9) Given the product [Br:1][C:2]1[CH:3]=[C:4]([CH:9]2[C:14]3[C:15](=[O:17])[N:27]([CH3:26])[CH2:19][C:13]=3[NH:12][C:11]3[CH2:21][O:22][CH2:23][C:24](=[O:25])[C:10]2=3)[CH:5]=[CH:6][C:7]=1[F:8], predict the reactants needed to synthesize it. The reactants are: [Br:1][C:2]1[CH:3]=[C:4]([CH:9]2[C:14]([C:15]([O:17]C)=O)=[C:13]([CH2:19]Br)[NH:12][C:11]3[CH2:21][O:22][CH2:23][C:24](=[O:25])[C:10]2=3)[CH:5]=[CH:6][C:7]=1[F:8].[CH3:26][NH2:27].CO.